Dataset: Reaction yield outcomes from USPTO patents with 853,638 reactions. Task: Predict the reaction yield, written as a fraction of the theoretical maximum amount of product (1.0 means a 100% yield; for example, 0.34 means a 34% yield). The reactants are C[Si]([C:5]#[C:6][C:7]1[CH:8]=[CH:9][C:10]2[C:19]3[CH:18]=[C:17]4[CH2:20][CH2:21][CH2:22][C:23](=[O:24])[C:16]4=[CH:15][C:14]=3[O:13][CH2:12][C:11]=2[CH:25]=1)(C)C.C(O)(C(F)(F)F)=[O:27]. No catalyst specified. The product is [C:6]([C:7]1[CH:8]=[CH:9][C:10]2[C:19]3[CH:18]=[C:17]4[CH2:20][CH2:21][CH2:22][C:23](=[O:24])[C:16]4=[CH:15][C:14]=3[O:13][CH2:12][C:11]=2[CH:25]=1)(=[O:27])[CH3:5]. The yield is 0.860.